This data is from TCR-epitope binding with 47,182 pairs between 192 epitopes and 23,139 TCRs. The task is: Binary Classification. Given a T-cell receptor sequence (or CDR3 region) and an epitope sequence, predict whether binding occurs between them. (1) The epitope is KTWGQYWQV. The TCR CDR3 sequence is CSVSDGIYNEKLFF. Result: 0 (the TCR does not bind to the epitope). (2) The epitope is ELAGIGILTV. The TCR CDR3 sequence is CASSFTPYNEQFF. Result: 1 (the TCR binds to the epitope). (3) The epitope is HLVDFQVTI. The TCR CDR3 sequence is CASSTRGSYEQYF. Result: 0 (the TCR does not bind to the epitope). (4) The epitope is FRYMNSQGL. The TCR CDR3 sequence is CATSRGGAYEQYF. Result: 0 (the TCR does not bind to the epitope).